Dataset: Catalyst prediction with 721,799 reactions and 888 catalyst types from USPTO. Task: Predict which catalyst facilitates the given reaction. (1) Reactant: [NH2:1][C@@H:2]1[CH2:7][CH2:6][C@H:5]([CH2:8][C:9]([NH:11][C:12]2[S:13][CH:14]=[C:15]([C:17]3[CH:22]=[CH:21][C:20]([CH3:23])=[CH:19][CH:18]=3)[N:16]=2)=[O:10])[CH2:4][CH2:3]1.[F:24][C:25]([F:34])([F:33])[C:26]1([C:29]([F:32])([F:31])[F:30])[CH2:28][O:27]1. Product: [C:20]1([CH3:23])[CH:21]=[CH:22][C:17]([C:15]2[N:16]=[C:12]([NH:11][C:9](=[O:10])[CH2:8][C@H:5]3[CH2:6][CH2:7][C@@H:2]([NH:1][CH2:28][C:26]([OH:27])([C:25]([F:24])([F:33])[F:34])[C:29]([F:32])([F:31])[F:30])[CH2:3][CH2:4]3)[S:13][CH:14]=2)=[CH:18][CH:19]=1. The catalyst class is: 41. (2) Reactant: [CH2:1]([NH:9][S:10]([C:13]1[CH:22]=[CH:21][C:16]([C:17]([O:19][CH3:20])=[O:18])=[CH:15][CH:14]=1)(=[O:12])=[O:11])[CH2:2][C:3]1[CH:8]=[CH:7][CH:6]=[CH:5][CH:4]=1.Cl[C:24]1[C:29]([Cl:30])=[CH:28][C:27]([C:31]([F:34])([F:33])[F:32])=[CH:26][N:25]=1.C([O-])([O-])=O.[Cs+].[Cs+].O. Product: [Cl:30][C:29]1[C:24]([N:9]([CH2:1][CH2:2][C:3]2[CH:4]=[CH:5][CH:6]=[CH:7][CH:8]=2)[S:10]([C:13]2[CH:14]=[CH:15][C:16]([C:17]([O:19][CH3:20])=[O:18])=[CH:21][CH:22]=2)(=[O:12])=[O:11])=[N:25][CH:26]=[C:27]([C:31]([F:33])([F:32])[F:34])[CH:28]=1. The catalyst class is: 23. (3) Reactant: [C:1]12([CH2:9][CH:10]([NH:21]C(=O)OCC3C=CC=CC=3)[CH2:11][N:12]([CH3:20])[C:13]([O:15][C:16]([CH3:19])([CH3:18])[CH3:17])=[O:14])[CH2:8][CH2:7][CH:4]([CH2:5][CH2:6]1)[CH2:3][CH2:2]2. Product: [NH2:21][CH:10]([CH2:9][C:1]12[CH2:2][CH2:3][CH:4]([CH2:5][CH2:6]1)[CH2:7][CH2:8]2)[CH2:11][N:12]([CH3:20])[C:13](=[O:14])[O:15][C:16]([CH3:18])([CH3:19])[CH3:17]. The catalyst class is: 563. (4) Reactant: C(OC([NH:8][C:9]1[CH:14]=[CH:13][C:12]([C:15]2[S:16][CH:17]=[CH:18][CH:19]=2)=[CH:11][C:10]=1[NH:20][C:21]([C:23]1[CH:31]=[CH:30][C:26]([C:27](O)=[O:28])=[CH:25][CH:24]=1)=[O:22])=O)(C)(C)C.Cl.[CH3:33][P:34]1(=[O:45])[O:39][CH2:38][C:37]2([CH2:44][CH2:43][NH:42][CH2:41][CH2:40]2)[CH2:36][O:35]1.C(Cl)CCl.C1C=CC2N(O)N=NC=2C=1.CCN(C(C)C)C(C)C. Product: [NH2:8][C:9]1[CH:14]=[CH:13][C:12]([C:15]2[S:16][CH:17]=[CH:18][CH:19]=2)=[CH:11][C:10]=1[NH:20][C:21](=[O:22])[C:23]1[CH:31]=[CH:30][C:26]([C:27]([N:42]2[CH2:43][CH2:44][C:37]3([CH2:36][O:35][P:34]([CH3:33])(=[O:45])[O:39][CH2:38]3)[CH2:40][CH2:41]2)=[O:28])=[CH:25][CH:24]=1. The catalyst class is: 634. (5) Reactant: C([O:3][C:4]([C:6]1[C:7]2[CH2:8][C@H:9]3[CH2:21][C@H:10]3[C:11]=2[N:12]([C:14]2[CH:19]=[C:18]([Br:20])[CH:17]=[CH:16][N:15]=2)[N:13]=1)=[O:5])C.[OH-].[Na+]. Product: [Br:20][C:18]1[CH:17]=[CH:16][N:15]=[C:14]([N:12]2[C:11]3[C@@H:10]4[CH2:21][C@@H:9]4[CH2:8][C:7]=3[C:6]([C:4]([OH:5])=[O:3])=[N:13]2)[CH:19]=1. The catalyst class is: 36.